This data is from NCI-60 drug combinations with 297,098 pairs across 59 cell lines. The task is: Regression. Given two drug SMILES strings and cell line genomic features, predict the synergy score measuring deviation from expected non-interaction effect. (1) Drug 1: C1=CC(=CC=C1CCC2=CNC3=C2C(=O)NC(=N3)N)C(=O)NC(CCC(=O)O)C(=O)O. Drug 2: CN1C(=O)N2C=NC(=C2N=N1)C(=O)N. Cell line: SK-MEL-2. Synergy scores: CSS=13.1, Synergy_ZIP=1.11, Synergy_Bliss=1.64, Synergy_Loewe=-31.1, Synergy_HSA=-1.00. (2) Drug 1: C1CCC(C1)C(CC#N)N2C=C(C=N2)C3=C4C=CNC4=NC=N3. Drug 2: C1=NC2=C(N=C(N=C2N1C3C(C(C(O3)CO)O)O)F)N. Cell line: OVCAR-5. Synergy scores: CSS=-2.51, Synergy_ZIP=2.07, Synergy_Bliss=-0.453, Synergy_Loewe=-5.55, Synergy_HSA=-4.76. (3) Drug 1: C1=NC2=C(N1)C(=S)N=C(N2)N. Drug 2: N.N.Cl[Pt+2]Cl. Cell line: DU-145. Synergy scores: CSS=26.9, Synergy_ZIP=-7.13, Synergy_Bliss=-9.19, Synergy_Loewe=-20.9, Synergy_HSA=-8.48. (4) Drug 1: C#CCC(CC1=CN=C2C(=N1)C(=NC(=N2)N)N)C3=CC=C(C=C3)C(=O)NC(CCC(=O)O)C(=O)O. Drug 2: C1CCC(C(C1)N)N.C(=O)(C(=O)[O-])[O-].[Pt+4]. Cell line: HT29. Synergy scores: CSS=51.2, Synergy_ZIP=-1.62, Synergy_Bliss=-4.32, Synergy_Loewe=-2.71, Synergy_HSA=-2.85. (5) Drug 1: COC1=CC(=CC(=C1O)OC)C2C3C(COC3=O)C(C4=CC5=C(C=C24)OCO5)OC6C(C(C7C(O6)COC(O7)C8=CC=CS8)O)O. Drug 2: C1=NC2=C(N1)C(=S)N=C(N2)N. Cell line: OVCAR-8. Synergy scores: CSS=47.3, Synergy_ZIP=-1.01, Synergy_Bliss=-2.07, Synergy_Loewe=-7.23, Synergy_HSA=-0.213. (6) Drug 1: CCCCCOC(=O)NC1=NC(=O)N(C=C1F)C2C(C(C(O2)C)O)O. Drug 2: C1=NC2=C(N=C(N=C2N1C3C(C(C(O3)CO)O)F)Cl)N. Cell line: CAKI-1. Synergy scores: CSS=21.4, Synergy_ZIP=1.92, Synergy_Bliss=4.97, Synergy_Loewe=-38.6, Synergy_HSA=-6.76. (7) Drug 1: C1=CC(=CC=C1CC(C(=O)O)N)N(CCCl)CCCl.Cl. Drug 2: CS(=O)(=O)CCNCC1=CC=C(O1)C2=CC3=C(C=C2)N=CN=C3NC4=CC(=C(C=C4)OCC5=CC(=CC=C5)F)Cl. Cell line: A549. Synergy scores: CSS=33.7, Synergy_ZIP=-9.23, Synergy_Bliss=1.59, Synergy_Loewe=0.997, Synergy_HSA=1.58. (8) Synergy scores: CSS=30.7, Synergy_ZIP=9.52, Synergy_Bliss=6.26, Synergy_Loewe=-9.76, Synergy_HSA=-2.04. Drug 1: CN1C(=O)N2C=NC(=C2N=N1)C(=O)N. Cell line: T-47D. Drug 2: C1CC(C1)(C2=CC=C(C=C2)C3=C(C=C4C(=N3)C=CN5C4=NNC5=O)C6=CC=CC=C6)N.